From a dataset of CYP2C19 inhibition data for predicting drug metabolism from PubChem BioAssay. Regression/Classification. Given a drug SMILES string, predict its absorption, distribution, metabolism, or excretion properties. Task type varies by dataset: regression for continuous measurements (e.g., permeability, clearance, half-life) or binary classification for categorical outcomes (e.g., BBB penetration, CYP inhibition). Dataset: cyp2c19_veith. (1) The drug is COc1cccc([C@H](O)Cn2cc(-c3ccc(CON=C(C)C)cc3)nn2)c1. The result is 0 (non-inhibitor). (2) The compound is CS(=O)(=O)N1CCC2(CC1)CN(c1ncccn1)C2. The result is 0 (non-inhibitor). (3) The drug is CN(C)C(=O)c1ccc(-c2cncnc2Nc2ccccc2)cc1. The result is 0 (non-inhibitor). (4) The compound is O=C1[C@H]2CC[C@H]3/C(=N\OCc4ccccc4)C[C@@H](O)[C@@H](O)[C@@H]3[C@@H]2C(=O)N1C[C@@H]1CCCO1. The result is 0 (non-inhibitor).